From a dataset of Reaction yield outcomes from USPTO patents with 853,638 reactions. Predict the reaction yield, written as a fraction of the theoretical maximum amount of product (1.0 means a 100% yield; for example, 0.34 means a 34% yield). (1) The yield is 0.660. The reactants are Cl[C:2]1[N:7]=[CH:6][N:5]=[C:4]2[N:8]([C:11]3[CH:16]=[CH:15][C:14]([S:17]([CH3:20])(=[O:19])=[O:18])=[CH:13][CH:12]=3)[N:9]=[CH:10][C:3]=12.[C:21]([O:25][C:26]([N:28]1[CH2:33][CH2:32][CH:31]([SH:34])[CH2:30][CH2:29]1)=[O:27])([CH3:24])([CH3:23])[CH3:22].C(=O)([O-])[O-].[K+].[K+]. The catalyst is CN(C=O)C. The product is [C:21]([O:25][C:26]([N:28]1[CH2:33][CH2:32][CH:31]([S:34][C:2]2[N:7]=[CH:6][N:5]=[C:4]3[N:8]([C:11]4[CH:16]=[CH:15][C:14]([S:17]([CH3:20])(=[O:19])=[O:18])=[CH:13][CH:12]=4)[N:9]=[CH:10][C:3]=23)[CH2:30][CH2:29]1)=[O:27])([CH3:24])([CH3:22])[CH3:23]. (2) The reactants are [CH3:1][O:2][C:3](=[O:20])[C:4]1[CH:9]=[CH:8][C:7]([N:10]2[C:14]([NH2:15])=[CH:13][C:12]([C:16]([CH3:19])([CH3:18])[CH3:17])=[N:11]2)=[CH:6][CH:5]=1.C1N=CN([C:26]([N:28]2C=N[CH:30]=[CH:29]2)=[O:27])C=1.[N:33]1[CH:38]=[CH:37][C:36]([O:39][C:40]2[CH:45]=CC(N)=[CH:42][CH:41]=2)=[CH:35][CH:34]=1.CCOC(C)=O. The catalyst is ClCCCl. The product is [CH3:1][O:2][C:3](=[O:20])[C:4]1[CH:5]=[CH:6][C:7]([N:10]2[C:14]([NH:15][C:26]([NH:28][C:29]3[CH:30]=[CH:45][C:40]([O:39][C:36]4[CH:37]=[CH:38][N:33]=[CH:34][CH:35]=4)=[CH:41][CH:42]=3)=[O:27])=[CH:13][C:12]([C:16]([CH3:17])([CH3:19])[CH3:18])=[N:11]2)=[CH:8][CH:9]=1. The yield is 0.680. (3) The reactants are [CH:1]12[O:9][CH:5]([CH2:6][NH:7][CH2:8]1)[CH2:4][N:3]([CH2:10][CH2:11][O:12][C:13]1[CH:20]=[CH:19][C:16]([C:17]#[N:18])=[CH:15][CH:14]=1)[CH2:2]2.Cl[CH2:22][CH2:23][CH2:24][CH2:25][C:26]1[CH:31]=[CH:30][N:29]=[CH:28][CH:27]=1.C([O-])([O-])=O.[K+].[K+]. The catalyst is CC#N.BrBr. The product is [N:29]1[CH:30]=[CH:31][C:26]([CH2:25][CH2:24][CH2:23][CH2:22][N:7]2[CH2:8][CH:1]3[O:9][CH:5]([CH2:4][N:3]([CH2:10][CH2:11][O:12][C:13]4[CH:20]=[CH:19][C:16]([C:17]#[N:18])=[CH:15][CH:14]=4)[CH2:2]3)[CH2:6]2)=[CH:27][CH:28]=1. The yield is 0.572.